Dataset: NCI-60 drug combinations with 297,098 pairs across 59 cell lines. Task: Regression. Given two drug SMILES strings and cell line genomic features, predict the synergy score measuring deviation from expected non-interaction effect. (1) Drug 1: CNC(=O)C1=CC=CC=C1SC2=CC3=C(C=C2)C(=NN3)C=CC4=CC=CC=N4. Drug 2: CC12CCC3C(C1CCC2OP(=O)(O)O)CCC4=C3C=CC(=C4)OC(=O)N(CCCl)CCCl.[Na+]. Cell line: K-562. Synergy scores: CSS=50.6, Synergy_ZIP=-2.01, Synergy_Bliss=-2.36, Synergy_Loewe=-33.5, Synergy_HSA=-1.84. (2) Drug 1: COC1=C(C=C2C(=C1)N=CN=C2NC3=CC(=C(C=C3)F)Cl)OCCCN4CCOCC4. Drug 2: C1CC(C1)(C(=O)O)C(=O)O.[NH2-].[NH2-].[Pt+2]. Cell line: OVCAR3. Synergy scores: CSS=58.1, Synergy_ZIP=-6.17, Synergy_Bliss=-5.13, Synergy_Loewe=-4.33, Synergy_HSA=-3.77. (3) Drug 1: CCC1=C2CN3C(=CC4=C(C3=O)COC(=O)C4(CC)O)C2=NC5=C1C=C(C=C5)O. Drug 2: CCCCC(=O)OCC(=O)C1(CC(C2=C(C1)C(=C3C(=C2O)C(=O)C4=C(C3=O)C=CC=C4OC)O)OC5CC(C(C(O5)C)O)NC(=O)C(F)(F)F)O. Cell line: HOP-62. Synergy scores: CSS=56.5, Synergy_ZIP=6.59, Synergy_Bliss=6.96, Synergy_Loewe=5.63, Synergy_HSA=8.02.